From a dataset of Peptide-MHC class I binding affinity with 185,985 pairs from IEDB/IMGT. Regression. Given a peptide amino acid sequence and an MHC pseudo amino acid sequence, predict their binding affinity value. This is MHC class I binding data. The peptide sequence is VMAVGLVSI. The MHC is HLA-A02:01 with pseudo-sequence HLA-A02:01. The binding affinity (normalized) is 0.716.